Dataset: Forward reaction prediction with 1.9M reactions from USPTO patents (1976-2016). Task: Predict the product of the given reaction. (1) Given the reactants [H-].[Na+].[Br:3][C:4]1[CH:9]=[CH:8][C:7]([CH:10]([OH:12])[CH3:11])=[CH:6][CH:5]=1.Cl[C:14]1[N:19]=[CH:18][CH:17]=[CH:16][N:15]=1, predict the reaction product. The product is: [Br:3][C:4]1[CH:9]=[CH:8][C:7]([CH:10]([O:12][C:14]2[N:19]=[CH:18][CH:17]=[CH:16][N:15]=2)[CH3:11])=[CH:6][CH:5]=1. (2) Given the reactants [NH2:1][C:2]1[CH:10]=[CH:9][C:8]([CH2:11][N:12]([CH:14]=[O:15])[CH3:13])=[CH:7][C:3]=1[C:4]([OH:6])=[O:5].N1C=CC=CC=1.Cl[C:23]([O:25][CH2:26][CH3:27])=O, predict the reaction product. The product is: [CH2:26]([O:25][C:23]1[O:5][C:4](=[O:6])[C:3]2[CH:7]=[C:8]([CH2:11][N:12]([CH:14]=[O:15])[CH3:13])[CH:9]=[CH:10][C:2]=2[N:1]=1)[CH3:27].